From a dataset of Retrosynthesis with 50K atom-mapped reactions and 10 reaction types from USPTO. Predict the reactants needed to synthesize the given product. Given the product CC(C)(C)OC(=O)Nc1ccc2c(c1)Cc1ccccc1-2, predict the reactants needed to synthesize it. The reactants are: CC(C)(C)OC(=O)OC(=O)OC(C)(C)C.Nc1ccc2c(c1)Cc1ccccc1-2.